This data is from Full USPTO retrosynthesis dataset with 1.9M reactions from patents (1976-2016). The task is: Predict the reactants needed to synthesize the given product. (1) The reactants are: [C:1]([N:5]1[C:29](=[O:30])[C:28]2[N:13]3[CH2:14][CH2:15][C:16]4[CH:17]=[C:18]([O:26][CH3:27])[C:19]([O:22][CH:23]([CH3:25])[CH3:24])=[CH:20][C:21]=4[C:12]3=[C:11](Br)[C:10]=2[CH2:9][O:8][CH2:7][CH2:6]1)([CH3:4])([CH3:3])[CH3:2].C([O-])([O-])=O.[K+].[K+].[OH-].[Na+]. Given the product [C:1]([N:5]1[C:29](=[O:30])[C:28]2[N:13]3[CH2:14][CH2:15][C:16]4[CH:17]=[C:18]([O:26][CH3:27])[C:19]([O:22][CH:23]([CH3:25])[CH3:24])=[CH:20][C:21]=4[C:12]3=[C:11]([C:16]3[CH:15]=[CH:14][N:13]=[CH:12][CH:21]=3)[C:10]=2[CH2:9][O:8][CH2:7][CH2:6]1)([CH3:4])([CH3:3])[CH3:2], predict the reactants needed to synthesize it. (2) Given the product [Cl:24][C:23]1[C:18]([CH2:17][CH2:16][C:15]2[CH:45]=[CH:46][CH:47]=[CH:48][C:14]=2[C:11]2([C:8]([NH2:9])=[O:10])[CH2:12][CH2:13]2)=[N:19][C:20]([NH:25][C:26]2[CH:31]=[CH:30][C:29]([CH:32]3[CH2:37][CH2:36][NH:35][CH2:34][CH2:33]3)=[CH:28][CH:27]=2)=[N:21][CH:22]=1, predict the reactants needed to synthesize it. The reactants are: C(O)(C(F)(F)F)=O.[C:8]([C:11]1([C:14]2[CH:48]=[CH:47][CH:46]=[CH:45][C:15]=2[CH2:16][CH2:17][C:18]2[C:23]([Cl:24])=[CH:22][N:21]=[C:20]([NH:25][C:26]3[CH:31]=[CH:30][C:29]([CH:32]4[CH2:37][CH2:36][N:35](C(OC(C)(C)C)=O)[CH2:34][CH2:33]4)=[CH:28][CH:27]=3)[N:19]=2)[CH2:13][CH2:12]1)(=[O:10])[NH2:9].C([O-])([O-])=O.[Na+].[Na+].CCOC(C)=O. (3) Given the product [C:11]([C:7]1[CH:8]=[C:9]([C:17]2[CH:22]=[CH:21][C:20]([N+:23]([O-:25])=[O:24])=[CH:19][CH:18]=2)[CH:10]=[C:5]([C:1]([CH3:4])([CH3:3])[CH3:2])[C:6]=1[OH:15])([CH3:14])([CH3:13])[CH3:12], predict the reactants needed to synthesize it. The reactants are: [C:1]([C:5]1[CH:10]=[CH:9][CH:8]=[C:7]([C:11]([CH3:14])([CH3:13])[CH3:12])[C:6]=1[OH:15])([CH3:4])([CH3:3])[CH3:2].Cl[C:17]1[CH:22]=[CH:21][C:20]([N+:23]([O-:25])=[O:24])=[CH:19][CH:18]=1. (4) Given the product [C:1]([O:5][C:6]([N:8]1[CH2:13][CH2:12][N:11]([CH2:27][C:26]2[CH:29]=[CH:30][C:31]([Cl:32])=[C:24]([Cl:23])[CH:25]=2)[CH2:10][CH2:9]1)=[O:7])([CH3:4])([CH3:2])[CH3:3], predict the reactants needed to synthesize it. The reactants are: [C:1]([O:5][C:6]([N:8]1[CH2:13][CH2:12][NH:11][CH2:10][CH2:9]1)=[O:7])([CH3:4])([CH3:3])[CH3:2].C(N(C(C)C)CC)(C)C.[Cl:23][C:24]1[CH:25]=[C:26]([CH:29]=[CH:30][C:31]=1[Cl:32])[CH2:27]Cl. (5) Given the product [CH3:1][O:2][C:3]1[CH:23]=[CH:22][CH:21]=[CH:20][C:4]=1[CH2:5][NH:6][S:7]([C:10]1[CH:15]=[CH:14][C:13]([CH2:16][C:17]([N:30]2[CH2:29][CH2:28][C:27]3[C:32](=[C:33]([N:36]4[CH2:41][CH2:40][N:39]([CH3:42])[CH2:38][CH2:37]4)[CH:34]=[CH:35][C:26]=3[O:25][CH3:24])[CH2:31]2)=[O:18])=[CH:12][CH:11]=1)(=[O:9])=[O:8], predict the reactants needed to synthesize it. The reactants are: [CH3:1][O:2][C:3]1[CH:23]=[CH:22][CH:21]=[CH:20][C:4]=1[CH2:5][NH:6][S:7]([C:10]1[CH:15]=[CH:14][C:13]([CH2:16][C:17](O)=[O:18])=[CH:12][CH:11]=1)(=[O:9])=[O:8].[CH3:24][O:25][C:26]1[CH:35]=[CH:34][C:33]([N:36]2[CH2:41][CH2:40][N:39]([CH3:42])[CH2:38][CH2:37]2)=[C:32]2[C:27]=1[CH2:28][CH2:29][NH:30][CH2:31]2.CN(C(ON1N=NC2C=CC=NC1=2)=[N+](C)C)C.F[P-](F)(F)(F)(F)F. (6) Given the product [CH2:1]([O:3][C:4]([C:5]1[N:15]([CH2:18][Si:19]([CH3:22])([CH3:21])[CH3:20])[N:16]=[N:17][C:6]=1[C:7]1[CH:8]=[CH:9][C:10]([F:13])=[CH:11][CH:12]=1)=[O:14])[CH3:2], predict the reactants needed to synthesize it. The reactants are: [CH2:1]([O:3][C:4](=[O:14])[C:5]#[C:6][C:7]1[CH:12]=[CH:11][C:10]([F:13])=[CH:9][CH:8]=1)[CH3:2].[N:15]([CH2:18][Si:19]([CH3:22])([CH3:21])[CH3:20])=[N+:16]=[N-:17]. (7) Given the product [CH3:1][O:2][C@@:3]1([C:11]#[C:12][C:13]([O:14][CH2:29][C:30]([O:32][CH3:33])=[O:31])([C:15]2[S:16][CH:17]=[CH:18][CH:19]=2)[C:20]2[S:21][CH:22]=[CH:23][CH:24]=2)[CH:8]2[CH2:9][CH2:10][N:5]([CH2:6][CH2:7]2)[CH2:4]1, predict the reactants needed to synthesize it. The reactants are: [CH3:1][O:2][C@@:3]1([C:11]#[C:12][C:13]([C:20]2[S:21][CH:22]=[CH:23][CH:24]=2)([C:15]2[S:16][CH:17]=[CH:18][CH:19]=2)[OH:14])[CH:8]2[CH2:9][CH2:10][N:5]([CH2:6][CH2:7]2)[CH2:4]1.B.[H-].[Na+].Br[CH2:29][C:30]([O:32][CH3:33])=[O:31].